From a dataset of NCI-60 drug combinations with 297,098 pairs across 59 cell lines. Regression. Given two drug SMILES strings and cell line genomic features, predict the synergy score measuring deviation from expected non-interaction effect. Drug 1: CC(C)(C#N)C1=CC(=CC(=C1)CN2C=NC=N2)C(C)(C)C#N. Drug 2: CN(C(=O)NC(C=O)C(C(C(CO)O)O)O)N=O. Cell line: DU-145. Synergy scores: CSS=-2.96, Synergy_ZIP=4.60, Synergy_Bliss=7.11, Synergy_Loewe=-3.56, Synergy_HSA=-3.04.